This data is from Reaction yield outcomes from USPTO patents with 853,638 reactions. The task is: Predict the reaction yield, written as a fraction of the theoretical maximum amount of product (1.0 means a 100% yield; for example, 0.34 means a 34% yield). (1) The reactants are [Cl:1][C:2]1[C:3]([CH3:12])=[C:4]([S:8](Cl)(=[O:10])=[O:9])[CH:5]=[CH:6][CH:7]=1.N1C=CC=CC=1.[NH2:19][C:20]1[CH:21]=[C:22]2[C:27](=[CH:28][CH:29]=1)[N:26]=[CH:25][N:24]=[CH:23]2.C([O-])(O)=O.[Na+]. The yield is 0.240. The catalyst is ClCCl. The product is [Cl:1][C:2]1[C:3]([CH3:12])=[C:4]([S:8]([NH:19][C:20]2[CH:21]=[C:22]3[C:27](=[CH:28][CH:29]=2)[N:26]=[CH:25][N:24]=[CH:23]3)(=[O:10])=[O:9])[CH:5]=[CH:6][CH:7]=1. (2) The reactants are [CH3:1][O:2][C:3]([C:5]1[CH:6]=[C:7]([Cl:24])[CH:8]=[C:9]2[C:14]=1[NH:13][CH:12]([C:15]1[CH:20]=[CH:19][CH:18]=[C:17](Br)[CH:16]=1)[C:11]([CH3:23])([CH3:22])[CH2:10]2)=[O:4].C(=O)([O-])[O-].[Cs+].[Cs+].Cl.[C:32]1([CH3:44])[CH:37]=[CH:36][CH:35]=[CH:34][C:33]=1[N:38]1[CH2:43][CH2:42][NH:41][CH2:40][CH2:39]1. The catalyst is C1(C)C=CC=CC=1.C([O-])(=O)C.[Pd+2].C([O-])(=O)C.CC1(C)C2C(=C(P(C3C=CC=CC=3)C3C=CC=CC=3)C=CC=2)OC2C(P(C3C=CC=CC=3)C3C=CC=CC=3)=CC=CC1=2. The product is [CH3:1][O:2][C:3]([C:5]1[CH:6]=[C:7]([Cl:24])[CH:8]=[C:9]2[C:14]=1[NH:13][CH:12]([C:15]1[CH:20]=[CH:19][CH:18]=[C:17]([N:41]3[CH2:42][CH2:43][N:38]([C:33]4[CH:34]=[CH:35][CH:36]=[CH:37][C:32]=4[CH3:44])[CH2:39][CH2:40]3)[CH:16]=1)[C:11]([CH3:23])([CH3:22])[CH2:10]2)=[O:4]. The yield is 0.730. (3) The reactants are [F:1][C:2]1[CH:7]=[CH:6][C:5]([OH:8])=[CH:4][CH:3]=1.[H-].[Na+].[Cl:11][C:12]1[N:37]=[CH:36][CH:35]=[CH:34][C:13]=1[C:14]([NH:16][C@H:17]1[CH2:22][CH2:21][C@@H:20]([N:23](C)[C:24]2[N:29]=[C:28]([N:30]([CH3:32])[CH3:31])[CH:27]=[CH:26][N:25]=2)[CH2:19][CH2:18]1)=[O:15].Cl.[CH3:39]C(N(C)C)=O. The catalyst is CCOC(C)=O. The product is [ClH:11].[CH3:32][N:30]([CH3:31])[C:28]1[C:27]([CH3:39])=[CH:26][N:25]=[C:24]([NH:23][C@@H:20]2[CH2:19][CH2:18][C@H:17]([NH:16][C:14](=[O:15])[C:13]3[CH:34]=[CH:35][CH:36]=[N:37][C:12]=3[O:8][C:5]3[CH:6]=[CH:7][C:2]([F:1])=[CH:3][CH:4]=3)[CH2:22][CH2:21]2)[N:29]=1. The yield is 0.110. (4) The catalyst is C(#N)C. The product is [CH:15]1([NH:21][C:2]2[CH:11]=[CH:10][C:5]([C:6]([O:8][CH3:9])=[O:7])=[CH:4][C:3]=2[N+:12]([O-:14])=[O:13])[CH2:20][CH2:19][CH2:18][CH2:17][CH2:16]1. The yield is 0.980. The reactants are Cl[C:2]1[CH:11]=[CH:10][C:5]([C:6]([O:8][CH3:9])=[O:7])=[CH:4][C:3]=1[N+:12]([O-:14])=[O:13].[CH:15]1([NH2:21])[CH2:20][CH2:19][CH2:18][CH2:17][CH2:16]1.C(N(CC)CC)C. (5) The reactants are C([O:4][C@H:5]1[C:9]2[N:10]=[CH:11][N:12]=[C:13]([N:14]3[CH2:19][CH2:18][N:17]([C:20]([O:22][C:23]([CH3:26])([CH3:25])[CH3:24])=[O:21])[CH2:16][CH2:15]3)[C:8]=2[C@H:7]([CH3:27])[CH2:6]1)(=O)C.[Li+].[OH-]. The catalyst is C1COCC1. The product is [OH:4][C@H:5]1[C:9]2[N:10]=[CH:11][N:12]=[C:13]([N:14]3[CH2:19][CH2:18][N:17]([C:20]([O:22][C:23]([CH3:26])([CH3:25])[CH3:24])=[O:21])[CH2:16][CH2:15]3)[C:8]=2[C@H:7]([CH3:27])[CH2:6]1. The yield is 0.700. (6) The catalyst is C(Cl)Cl. The product is [CH2:14]([CH:13]([NH:12][C:9]1[CH:8]=[C:7]([CH3:18])[N:6]=[C:5]([O:4][C:3]2[C:19]([CH3:24])=[CH:20][C:21]([CH3:23])=[CH:22][C:2]=2[CH3:1])[C:10]=1[NH:11][C:25](=[O:27])[CH3:26])[CH2:16][CH3:17])[CH3:15]. The yield is 0.890. The reactants are [CH3:1][C:2]1[CH:22]=[C:21]([CH3:23])[CH:20]=[C:19]([CH3:24])[C:3]=1[O:4][C:5]1[C:10]([NH2:11])=[C:9]([NH:12][CH:13]([CH2:16][CH3:17])[CH2:14][CH3:15])[CH:8]=[C:7]([CH3:18])[N:6]=1.[C:25](OC(=O)C)(=[O:27])[CH3:26].C(N(CC)CC)C. (7) The reactants are N[C:2]1[CH:7]=[CH:6][C:5]([N:8]([C:13]2[C:32]([CH:33]3[CH2:35][CH2:34]3)=[CH:31][C:16]3[C:17]([C:27]([NH:29][CH3:30])=[O:28])=[C:18]([C:20]4[CH:25]=[CH:24][C:23]([F:26])=[CH:22][CH:21]=4)[O:19][C:15]=3[CH:14]=2)[S:9]([CH3:12])(=[O:11])=[O:10])=[CH:4][C:3]=1[Cl:36].[BrH:37].N([O-])=O.[Na+].S(=O)(O)[O-].[Na+]. The catalyst is O.CCOC(C)=O.CCCCCC.CCOC(C)=O.C(#N)C. The product is [Br:37][C:2]1[CH:7]=[CH:6][C:5]([N:8]([C:13]2[C:32]([CH:33]3[CH2:35][CH2:34]3)=[CH:31][C:16]3[C:17]([C:27]([NH:29][CH3:30])=[O:28])=[C:18]([C:20]4[CH:25]=[CH:24][C:23]([F:26])=[CH:22][CH:21]=4)[O:19][C:15]=3[CH:14]=2)[S:9]([CH3:12])(=[O:11])=[O:10])=[CH:4][C:3]=1[Cl:36]. The yield is 0.760.